From a dataset of Experimental lipophilicity measurements (octanol/water distribution) for 4,200 compounds from AstraZeneca. Regression/Classification. Given a drug SMILES string, predict its absorption, distribution, metabolism, or excretion properties. Task type varies by dataset: regression for continuous measurements (e.g., permeability, clearance, half-life) or binary classification for categorical outcomes (e.g., BBB penetration, CYP inhibition). For this dataset (lipophilicity_astrazeneca), we predict Y. (1) The compound is Cc1ccc(S(=O)(=O)Nc2c(C(=O)N[C@@H](C)C(C)(C)C)c(C)nn2C2CCSCC2)cc1. The Y is 1.29 logD. (2) The drug is CC(C)Oc1cc(-n2cnc3ccc(N[C@@H](CO)c4ccc(F)cn4)nc32)n[nH]1. The Y is 2.79 logD. (3) The molecule is OCC[C@@]1(c2ccc(Cl)c(Cl)c2)CCCNC1. The Y is 0.620 logD. (4) The molecule is O=S(=O)(Cc1cc(Cl)cc(Cl)c1)NCC(c1ccccc1)N1CCCCCC1. The Y is 3.23 logD. (5) The molecule is Cc1ccc(-c2csc3ncnc(O)c23)cc1. The Y is 2.59 logD. (6) The drug is O=C(NC1Cc2ccccc2N(CCCO)C1=O)c1cc2cc(Cl)sc2[nH]1. The Y is 3.49 logD. (7) The drug is CCCS(=O)(=O)N1CCCC(C(=O)N2CCC(Cc3ccccc3)CC2)C1. The Y is 3.44 logD.